From a dataset of Catalyst prediction with 721,799 reactions and 888 catalyst types from USPTO. Predict which catalyst facilitates the given reaction. (1) Reactant: [NH2:1][C:2]1[N:7]=[C:6](S(C)=O)[C:5]([C:11]#[N:12])=[C:4]([C:13]2S[CH:15]=[CH:16][CH:17]=2)[N:3]=1.Cl.[C:19]([C:22]1[CH:29]=[CH:28][C:25]([CH2:26][NH2:27])=[CH:24][CH:23]=1)([CH3:21])=[CH2:20].C1CCN2C(=NCCC2)CC1.[OH2:41]. Product: [NH2:1][C:2]1[N:3]=[C:4]([C:13]2[O:41][CH:15]=[CH:16][CH:17]=2)[C:5]([C:11]#[N:12])=[C:6]([NH:27][CH2:26][C:25]2[CH:24]=[CH:23][C:22]([C:19]([CH3:21])=[CH2:20])=[CH:29][CH:28]=2)[N:7]=1. The catalyst class is: 57. (2) Reactant: [C:1]([NH:24][CH2:25][CH2:26][C:27]([NH:29][C:30]1[S:31][C:32]2[CH2:38][C@H:37]([N:39]([CH2:47][CH2:48][CH3:49])C(=O)OC(C)(C)C)[CH2:36][CH2:35][C:33]=2[N:34]=1)=[O:28])(=[O:23])[CH2:2][CH2:3]/[CH:4]=[CH:5]\[CH2:6]/[CH:7]=[CH:8]\[CH2:9]/[CH:10]=[CH:11]\[CH2:12]/[CH:13]=[CH:14]\[CH2:15]/[CH:16]=[CH:17]\[CH2:18]/[CH:19]=[CH:20]\[CH2:21][CH3:22]. Product: [O:28]=[C:27]([NH:29][C:30]1[S:31][C:32]2[CH2:38][C@H:37]([NH:39][CH2:47][CH2:48][CH3:49])[CH2:36][CH2:35][C:33]=2[N:34]=1)[CH2:26][CH2:25][NH:24][C:1](=[O:23])[CH2:2][CH2:3]/[CH:4]=[CH:5]\[CH2:6]/[CH:7]=[CH:8]\[CH2:9]/[CH:10]=[CH:11]\[CH2:12]/[CH:13]=[CH:14]\[CH2:15]/[CH:16]=[CH:17]\[CH2:18]/[CH:19]=[CH:20]\[CH2:21][CH3:22]. The catalyst class is: 818. (3) Reactant: CC(OC([NH:8][C@H:9]1[CH2:13][CH2:12][N:11]([C:14]2[C:19]([C:20]([O:22][CH:23]([CH3:25])[CH3:24])=[O:21])=[CH:18][CH:17]=[CH:16][N:15]=2)[CH2:10]1)=O)(C)C.C(O)(C(F)(F)F)=O.C([O-])(O)=O.[Na+]. Product: [NH2:8][C@H:9]1[CH2:13][CH2:12][N:11]([C:14]2[C:19]([C:20]([O:22][CH:23]([CH3:25])[CH3:24])=[O:21])=[CH:18][CH:17]=[CH:16][N:15]=2)[CH2:10]1. The catalyst class is: 4. (4) Reactant: [Br:1][C:2]1[CH:10]=[C:9]2[C:5]([CH2:6][CH2:7][N:8]2[CH3:11])=[CH:4][CH:3]=1.[CH2:12]([N:15]([CH2:25][CH:26]=[CH2:27])[C:16]1[CH:21]=[CH:20][C:19]([CH2:22]O)=[C:18]([Br:24])[CH:17]=1)[CH:13]=[CH2:14].O. Product: [CH2:25]([N:15]([CH2:12][CH:13]=[CH2:14])[C:16]1[CH:21]=[CH:20][C:19]([CH2:22][C:3]2[CH:4]=[C:5]3[C:9](=[CH:10][C:2]=2[Br:1])[N:8]([CH3:11])[CH2:7][CH2:6]3)=[C:18]([Br:24])[CH:17]=1)[CH:26]=[CH2:27]. The catalyst class is: 4. (5) Reactant: Br[C:2]1[NH:3][C:4]2[C:9]([CH:10]=1)=[CH:8][C:7]([C:11]1[N:12]([CH3:22])[N:13]=[C:14]([C:16]3[CH:21]=[CH:20][CH:19]=[CH:18][N:17]=3)[CH:15]=1)=[CH:6][CH:5]=2.[Cl:23][C:24]1[CH:29]=[CH:28][C:27]([F:30])=[CH:26][C:25]=1B(O)O.C([O-])([O-])=O.[K+].[K+]. Product: [Cl:23][C:24]1[CH:29]=[CH:28][C:27]([F:30])=[CH:26][C:25]=1[C:2]1[NH:3][C:4]2[C:9]([CH:10]=1)=[CH:8][C:7]([C:11]1[N:12]([CH3:22])[N:13]=[C:14]([C:16]3[CH:21]=[CH:20][CH:19]=[CH:18][N:17]=3)[CH:15]=1)=[CH:6][CH:5]=2. The catalyst class is: 10.